This data is from Forward reaction prediction with 1.9M reactions from USPTO patents (1976-2016). The task is: Predict the product of the given reaction. (1) Given the reactants C(O)(C(F)(F)F)=O.[Cl:8][C:9]1[CH:14]=[CH:13][CH:12]=[C:11]([Cl:15])[C:10]=1[N:16]1[CH:38]=[C:37]([C:39]#[C:40][CH2:41][NH:42]C(=O)OC(C)(C)C)[C:19]2[N:20]=[C:21]([NH:24][C:25]3[CH:30]=[CH:29][C:28]([N:31]4[CH2:36][CH2:35][O:34][CH2:33][CH2:32]4)=[CH:27][CH:26]=3)[N:22]=[CH:23][C:18]=2[C:17]1=[O:50], predict the reaction product. The product is: [NH2:42][CH2:41][C:40]#[C:39][C:37]1[C:19]2[N:20]=[C:21]([NH:24][C:25]3[CH:26]=[CH:27][C:28]([N:31]4[CH2:32][CH2:33][O:34][CH2:35][CH2:36]4)=[CH:29][CH:30]=3)[N:22]=[CH:23][C:18]=2[C:17](=[O:50])[N:16]([C:10]2[C:11]([Cl:15])=[CH:12][CH:13]=[CH:14][C:9]=2[Cl:8])[CH:38]=1. (2) The product is: [F:15][C:16]1[CH:17]=[CH:18][C:19]([CH:20]=[C:21]2[CH2:22][CH2:23][N:24]([C:10]([C:8]3[NH:7][C:6]4[CH:13]=[C:2]([OH:1])[CH:3]=[CH:4][C:5]=4[N:9]=3)=[O:12])[CH2:25][CH2:26]2)=[CH:27][CH:28]=1. Given the reactants [OH:1][C:2]1[CH:3]=[CH:4][C:5]2[N:9]=[C:8]([C:10]([OH:12])=O)[NH:7][C:6]=2[CH:13]=1.Cl.[F:15][C:16]1[CH:28]=[CH:27][C:19]([CH:20]=[C:21]2[CH2:26][CH2:25][NH:24][CH2:23][CH2:22]2)=[CH:18][CH:17]=1, predict the reaction product. (3) Given the reactants [F:1][C:2]1[CH:24]=[CH:23][CH:22]=[C:21]([C:25]([F:28])([F:27])[F:26])[C:3]=1[C:4]([NH:6][C:7]1[S:8][C:9]2[CH:10]3[O:20][CH:13]([CH2:14][C:15]=2[C:16]=1[C:17](O)=[O:18])[CH2:12][CH2:11]3)=[O:5].[CH2:29]([NH2:31])[CH3:30].N, predict the reaction product. The product is: [CH2:29]([NH:31][C:17]([C:16]1[C:15]2[CH2:14][CH:13]3[O:20][CH:10]([CH2:11][CH2:12]3)[C:9]=2[S:8][C:7]=1[NH:6][C:4](=[O:5])[C:3]1[C:21]([C:25]([F:26])([F:28])[F:27])=[CH:22][CH:23]=[CH:24][C:2]=1[F:1])=[O:18])[CH3:30]. (4) Given the reactants [F:1][C:2]1[CH:7]=[CH:6][CH:5]=[CH:4][C:3]=1[CH2:8][C:9]([O:11][CH3:12])=[O:10].[H-].[Na+].Cl[CH:16](Cl)[CH2:17][O:18][CH2:19][CH:20](Cl)Cl, predict the reaction product. The product is: [F:1][C:2]1[CH:7]=[CH:6][CH:5]=[CH:4][C:3]=1[C:8]1([C:9]([O:11][CH3:12])=[O:10])[CH2:20][CH2:19][O:18][CH2:17][CH2:16]1.